The task is: Predict the product of the given reaction.. This data is from Forward reaction prediction with 1.9M reactions from USPTO patents (1976-2016). (1) Given the reactants [CH2:1]([N:4]([CH2:18][CH2:19][CH3:20])[S:5]([C:8]1[CH:13]=[CH:12][C:11]([CH2:14][C:15]([OH:17])=O)=[CH:10][CH:9]=1)(=[O:7])=[O:6])[CH2:2][CH3:3].[CH3:21][O:22][C:23]1[CH:32]=[CH:31][C:30]([N:33]2[CH2:38][CH2:37][N:36]([CH3:39])[CH2:35][CH2:34]2)=[C:29]2[C:24]=1[CH2:25][CH2:26][NH:27][CH2:28]2.CN(C(ON1N=NC2C=CC=NC1=2)=[N+](C)C)C.F[P-](F)(F)(F)(F)F, predict the reaction product. The product is: [CH2:18]([N:4]([CH2:1][CH2:2][CH3:3])[S:5]([C:8]1[CH:9]=[CH:10][C:11]([CH2:14][C:15]([N:27]2[CH2:26][CH2:25][C:24]3[C:29](=[C:30]([N:33]4[CH2:38][CH2:37][N:36]([CH3:39])[CH2:35][CH2:34]4)[CH:31]=[CH:32][C:23]=3[O:22][CH3:21])[CH2:28]2)=[O:17])=[CH:12][CH:13]=1)(=[O:6])=[O:7])[CH2:19][CH3:20]. (2) Given the reactants Br[C:2]1[CH:3]=[C:4]2[C:9](=[CH:10][CH:11]=1)[N:8]=[CH:7][CH:6]=[C:5]2[Cl:12].[O:13]1[CH2:18][CH2:17][CH:16]([SH:19])[CH2:15][CH2:14]1.C(N(CC)CC)C, predict the reaction product. The product is: [Cl:12][C:5]1[C:4]2[C:9](=[CH:10][CH:11]=[C:2]([S:19][CH:16]3[CH2:17][CH2:18][O:13][CH2:14][CH2:15]3)[CH:3]=2)[N:8]=[CH:7][CH:6]=1.